Task: Predict the reactants needed to synthesize the given product.. Dataset: Full USPTO retrosynthesis dataset with 1.9M reactions from patents (1976-2016) (1) Given the product [CH3:22][C:23]1[CH:24]=[C:25]2[C:29](=[CH:30][CH:31]=1)[N:28]([CH2:3][C:4]1[C:9]([C:10]([F:13])([F:12])[F:11])=[CH:8][CH:7]=[CH:6][N:5]=1)[C:27](=[O:32])[C:26]12[C:44]2[C:35](=[CH:36][C:37]3[O:42][CH2:41][CH2:40][O:39][C:38]=3[CH:43]=2)[O:34][CH2:33]1, predict the reactants needed to synthesize it. The reactants are: Cl.Cl[CH2:3][C:4]1[C:9]([C:10]([F:13])([F:12])[F:11])=[CH:8][CH:7]=[CH:6][N:5]=1.BrCC1CCCCO1.[CH3:22][C:23]1[CH:24]=[C:25]2[C:29](=[CH:30][CH:31]=1)[NH:28][C:27](=[O:32])[C:26]12[C:44]2[C:35](=[CH:36][C:37]3[O:42][CH2:41][CH2:40][O:39][C:38]=3[CH:43]=2)[O:34][CH2:33]1.N1C2C(=CC=CC=2)C2(COC3C=C4C(=CC2=3)CCO4)C1=O. (2) Given the product [CH2:1]([O:5][C:6](=[O:33])[NH:7][C:8]1([C:19]([NH:21][C:22]2[CH:27]=[CH:26][C:25]([N:28]([CH2:31][CH3:32])[CH2:29][CH3:30])=[CH:24][CH:23]=2)=[O:20])[CH2:17][CH2:16][C:15]2[C:10](=[CH:11][CH:12]=[C:13](/[CH:58]=[CH:57]/[C:56]([NH2:60])=[O:59])[CH:14]=2)[CH2:9]1)[CH:2]([CH3:4])[CH3:3], predict the reactants needed to synthesize it. The reactants are: [CH2:1]([O:5][C:6](=[O:33])[NH:7][C:8]1([C:19]([NH:21][C:22]2[CH:27]=[CH:26][C:25]([N:28]([CH2:31][CH3:32])[CH2:29][CH3:30])=[CH:24][CH:23]=2)=[O:20])[CH2:17][CH2:16][C:15]2[C:10](=[CH:11][CH:12]=[C:13](Br)[CH:14]=2)[CH2:9]1)[CH:2]([CH3:4])[CH3:3].C1(C)C=CC=CC=1P(C1C=CC=CC=1C)C1C=CC=CC=1C.[C:56]([NH2:60])(=[O:59])[CH:57]=[CH2:58].C(N(CC)CC)C. (3) Given the product [C:28]([O:27][C:25](=[O:26])[C:24]([CH3:36])([CH3:23])[CH2:32][OH:33])([CH3:31])([CH3:29])[CH3:30], predict the reactants needed to synthesize it. The reactants are: C(O[AlH-](OC(C)(C)C)OC(C)(C)C)(C)(C)C.[Li+].O1CCCC1.[CH3:23][C:24]([CH3:36])([C:32](OC)=[O:33])[C:25]([O:27][C:28]([CH3:31])([CH3:30])[CH3:29])=[O:26].[Cl-].[NH4+].C(OCC)(=O)C. (4) Given the product [I:1][CH2:12][CH2:11]/[CH:10]=[CH:9]\[C@@H:8]([O:7][Si:6]([CH:19]([CH3:21])[CH3:20])([CH:16]([CH3:18])[CH3:17])[CH:3]([CH3:5])[CH3:4])[CH2:14][CH3:15], predict the reactants needed to synthesize it. The reactants are: [I:1]I.[CH:3]([Si:6]([CH:19]([CH3:21])[CH3:20])([CH:16]([CH3:18])[CH3:17])[O:7][C@@H:8]([CH2:14][CH3:15])/[CH:9]=[CH:10]\[CH2:11][CH2:12]O)([CH3:5])[CH3:4].C1C=CC(P(C2C=CC=CC=2)C2C=CC=CC=2)=CC=1.N1C=CN=C1. (5) Given the product [C:1]1([CH:7]([NH:9][C:10]2[CH:15]=[CH:14][CH:13]=[CH:12][CH:11]=2)[CH3:8])[CH:2]=[CH:3][CH:4]=[CH:5][CH:6]=1, predict the reactants needed to synthesize it. The reactants are: [C:1]1([C:7](=[N:9][C:10]2[CH:15]=[CH:14][CH:13]=[CH:12][CH:11]=2)[CH3:8])[CH:6]=[CH:5][CH:4]=[CH:3][CH:2]=1. (6) The reactants are: ClC1C=C(C=CC=1Cl)OC1C=CC(C2[NH:13][C:14]3[C:15]([N:23]=2)=[N:16][C:17]([C:20]([NH2:22])=O)=[CH:18][CH:19]=3)=CC=1.NC1N=C(C#N)C=CC=1[N+]([O-])=O. Given the product [NH2:13][C:14]1[CH:19]=[CH:18][C:17]([C:20]#[N:22])=[N:16][C:15]=1[NH2:23], predict the reactants needed to synthesize it. (7) The reactants are: CCCP(O)(O)=O.Cl.[F:9][CH:10]([F:24])[O:11][C:12]1[CH:17]=[CH:16][CH:15]=[CH:14][C:13]=1[CH:18]1[CH2:23][CH2:22][CH2:21][NH:20][CH2:19]1.C(N(CC)CC)C.[CH3:32][N:33]([CH3:43])[C:34]1[CH:35]=[C:36]([CH:40]=[CH:41][N:42]=1)[C:37](O)=[O:38]. Given the product [F:24][CH:10]([F:9])[O:11][C:12]1[CH:17]=[CH:16][CH:15]=[CH:14][C:13]=1[CH:18]1[CH2:23][CH2:22][CH2:21][N:20]([C:37]([C:36]2[CH:40]=[CH:41][N:42]=[C:34]([N:33]([CH3:43])[CH3:32])[CH:35]=2)=[O:38])[CH2:19]1, predict the reactants needed to synthesize it. (8) Given the product [CH3:3][O:4][C:5]1[CH:19]=[CH:18][C:8]([CH2:9][N:10]2[CH2:14][CH:13]([CH3:16])[NH:12][C:11]2=[O:17])=[CH:7][CH:6]=1, predict the reactants needed to synthesize it. The reactants are: [BH4-].[Na+].[CH3:3][O:4][C:5]1[CH:19]=[CH:18][C:8]([CH2:9][N:10]2[C:14](=O)[CH:13]([CH3:16])[NH:12][C:11]2=[O:17])=[CH:7][CH:6]=1.CO.Cl. (9) The reactants are: C([O:8][C:9]1[CH:10]=[CH:11][C:12](/[CH:35]=[CH:36]/[C:37]([O:39]CC2C=CC=CC=2)=[O:38])=[C:13]([C:15]2[CH2:19][C:18]([CH2:27][C:28]([O:30][C:31]([CH3:34])([CH3:33])[CH3:32])=[O:29])([C:20]([O:22][C:23]([CH3:26])([CH3:25])[CH3:24])=[O:21])[O:17][N:16]=2)[CH:14]=1)C1C=CC=CC=1. Given the product [C:23]([O:22][C:20]([C:18]1([CH2:27][C:28]([O:30][C:31]([CH3:34])([CH3:33])[CH3:32])=[O:29])[O:17][N:16]=[C:15]([C:13]2[CH:14]=[C:9]([OH:8])[CH:10]=[CH:11][C:12]=2[CH2:35][CH2:36][C:37]([OH:39])=[O:38])[CH2:19]1)=[O:21])([CH3:25])([CH3:26])[CH3:24], predict the reactants needed to synthesize it.